Dataset: CYP3A4 inhibition data for predicting drug metabolism from PubChem BioAssay. Task: Regression/Classification. Given a drug SMILES string, predict its absorption, distribution, metabolism, or excretion properties. Task type varies by dataset: regression for continuous measurements (e.g., permeability, clearance, half-life) or binary classification for categorical outcomes (e.g., BBB penetration, CYP inhibition). Dataset: cyp3a4_veith. The molecule is COc1cc(-c2[o+]c3cc(O)cc(O)c3cc2O)cc(O)c1O.O=C(O)c1ccccc1. The result is 0 (non-inhibitor).